Dataset: M1 muscarinic receptor antagonist screen with 61,756 compounds. Task: Binary Classification. Given a drug SMILES string, predict its activity (active/inactive) in a high-throughput screening assay against a specified biological target. (1) The compound is O=c1n2c(nc3c1C(Cc1c3cccc1)(CC)C)CCCCC2. The result is 1 (active). (2) The compound is S1C(N(CC(=O)N)c2ccccc2)C(=O)N(Cc2ccccc2)C1=O. The result is 0 (inactive). (3) The compound is O=C(c1ccccc1)/C=C\c1ccccc1. The result is 0 (inactive). (4) The drug is O=S(NCc1ccccc1)CCC(=O)NCc1ccccc1. The result is 0 (inactive). (5) The compound is O1CCN(CC1)C(=O)c1noc(c1)c1cc(OC)c(OC)cc1. The result is 0 (inactive).